This data is from Forward reaction prediction with 1.9M reactions from USPTO patents (1976-2016). The task is: Predict the product of the given reaction. (1) The product is: [NH2:7][C@H:8]([C:11]1[N:20]([C:21]2[CH:22]=[CH:23][CH:24]=[CH:25][CH:26]=2)[C:19](=[O:27])[C:18]2[C:13](=[CH:14][CH:15]=[CH:16][C:17]=2[F:28])[N:12]=1)[CH2:9][CH3:10]. Given the reactants C(OC(=O)[NH:7][C@H:8]([C:11]1[N:20]([C:21]2[CH:26]=[CH:25][CH:24]=[CH:23][CH:22]=2)[C:19](=[O:27])[C:18]2[C:13](=[CH:14][CH:15]=[CH:16][C:17]=2[F:28])[N:12]=1)[CH2:9][CH3:10])(C)(C)C.FC(F)(F)C(O)=O, predict the reaction product. (2) Given the reactants CC(C)=[CH:3][CH2:4][C:5]1([C:18]([O:20][CH2:21][CH3:22])=[O:19])[CH2:10][CH2:9][CH2:8][N:7]([C:11]([O:13][C:14]([CH3:17])([CH3:16])[CH3:15])=[O:12])[CH2:6]1.[O:24]=[O+][O-], predict the reaction product. The product is: [O:24]=[CH:3][CH2:4][C:5]1([C:18]([O:20][CH2:21][CH3:22])=[O:19])[CH2:10][CH2:9][CH2:8][N:7]([C:11]([O:13][C:14]([CH3:17])([CH3:16])[CH3:15])=[O:12])[CH2:6]1.